The task is: Predict the product of the given reaction.. This data is from Forward reaction prediction with 1.9M reactions from USPTO patents (1976-2016). (1) Given the reactants [CH2:1]([O:8][C:9]([N:11]1[CH2:15][CH2:14][CH2:13][C@H:12]1[C:16](=[O:25])[NH:17][C:18]1[CH:23]=[CH:22][CH:21]=[C:20](Br)[CH:19]=1)=[O:10])[C:2]1[CH:7]=[CH:6][CH:5]=[CH:4][CH:3]=1.C([O-])(O)=O.[Na+].C[N:32]([CH:34]=O)C, predict the reaction product. The product is: [CH2:1]([O:8][C:9]([N:11]1[CH2:15][CH2:14][CH2:13][C@H:12]1[C:16](=[O:25])[NH:17][C:18]1[CH:19]=[C:20]([C:2]2[CH:7]=[CH:6][C:34]([NH2:32])=[CH:4][CH:3]=2)[CH:21]=[CH:22][CH:23]=1)=[O:10])[C:2]1[CH:7]=[CH:6][CH:5]=[CH:4][CH:3]=1. (2) Given the reactants [OH-].[Na+].[CH3:3][O:4][C:5]1[C:9]([C:10]([O:12]CC)=[O:11])=[CH:8][N:7]([C:15]2[N:20]=[CH:19][CH:18]=[CH:17][N:16]=2)[N:6]=1.O.Cl, predict the reaction product. The product is: [CH3:3][O:4][C:5]1[C:9]([C:10]([OH:12])=[O:11])=[CH:8][N:7]([C:15]2[N:20]=[CH:19][CH:18]=[CH:17][N:16]=2)[N:6]=1. (3) The product is: [F:35][C:36]([F:55])([F:54])[S:37]([O:18][C:15]1[CH2:14][CH2:13][N:12]([C:3]2[C:4]([F:11])=[CH:5][C:6]([N+:8]([O-:10])=[O:9])=[CH:7][C:2]=2[F:1])[CH2:17][CH:16]=1)(=[O:39])=[O:38]. Given the reactants [F:1][C:2]1[CH:7]=[C:6]([N+:8]([O-:10])=[O:9])[CH:5]=[C:4]([F:11])[C:3]=1[N:12]1[CH2:17][CH2:16][C:15](=[O:18])[CH2:14][CH2:13]1.C([Si]([N-][Si](CC)(CC)CC)(CC)CC)C.[Li+].[F:35][C:36]([F:55])([F:54])[S:37](N(C1C=CC=CC=1)[S:37]([C:36]([F:55])([F:54])[F:35])(=[O:39])=[O:38])(=[O:39])=[O:38], predict the reaction product.